The task is: Predict which catalyst facilitates the given reaction.. This data is from Catalyst prediction with 721,799 reactions and 888 catalyst types from USPTO. (1) Reactant: [N+:1]([C:4]1[CH:5]=[C:6]2[C:11](=[CH:12][CH:13]=1)[N:10]=[C:9]([O:14]C(=O)C)[CH:8]=[CH:7]2)([O-:3])=[O:2].C([O-])([O-])=O.[K+].[K+]. Product: [N+:1]([C:4]1[CH:5]=[C:6]2[C:11](=[CH:12][CH:13]=1)[NH:10][C:9](=[O:14])[CH:8]=[CH:7]2)([O-:3])=[O:2]. The catalyst class is: 5. (2) Reactant: [F:1][C:2]1[CH:11]=[C:10]2[C:5]([C:6]([O:19][CH2:20][CH2:21][O:22]C3CCCCO3)=[C:7]([C:13]3[CH:18]=[CH:17][CH:16]=[CH:15][CH:14]=3)[NH:8][C:9]2=[O:12])=[CH:4][CH:3]=1. Product: [F:1][C:2]1[CH:11]=[C:10]2[C:5]([C:6]([O:19][CH2:20][CH2:21][OH:22])=[C:7]([C:13]3[CH:18]=[CH:17][CH:16]=[CH:15][CH:14]=3)[NH:8][C:9]2=[O:12])=[CH:4][CH:3]=1. The catalyst class is: 5. (3) Reactant: [OH:1][CH2:2][C:3]1[C:4]([NH:11][C:12]2[CH:13]=[C:14]([NH:18][C:19](=[O:25])[O:20][C:21]([CH3:24])([CH3:23])[CH3:22])[CH:15]=[CH:16][CH:17]=2)=[N:5][C:6]([S:9][CH3:10])=[N:7][CH:8]=1. Product: [CH:2]([C:3]1[C:4]([NH:11][C:12]2[CH:13]=[C:14]([NH:18][C:19](=[O:25])[O:20][C:21]([CH3:23])([CH3:22])[CH3:24])[CH:15]=[CH:16][CH:17]=2)=[N:5][C:6]([S:9][CH3:10])=[N:7][CH:8]=1)=[O:1]. The catalyst class is: 742. (4) Reactant: [CH:1]([N:14]1[CH2:17][C:16]([CH2:18][O:19][C:20]2[C:32]([CH:33]3[CH2:35][CH2:34]3)=[CH:31][C:23]([C:24]([O:26]C(C)(C)C)=[O:25])=[C:22]([F:36])[CH:21]=2)=[CH:15]1)([C:8]1[CH:13]=[CH:12][CH:11]=[CH:10][CH:9]=1)[C:2]1[CH:7]=[CH:6][CH:5]=[CH:4][CH:3]=1.[OH-].[K+]. Product: [CH:1]([N:14]1[CH2:17][CH:16]([CH2:18][O:19][C:20]2[C:32]([CH:33]3[CH2:35][CH2:34]3)=[CH:31][C:23]([C:24]([OH:26])=[O:25])=[C:22]([F:36])[CH:21]=2)[CH2:15]1)([C:8]1[CH:13]=[CH:12][CH:11]=[CH:10][CH:9]=1)[C:2]1[CH:7]=[CH:6][CH:5]=[CH:4][CH:3]=1. The catalyst class is: 16. (5) Reactant: [N:1]1([S:7]([C:10]2[CH:11]=[CH:12][CH:13]=[C:14]3[C:19]=2[CH2:18][NH:17][CH2:16][CH2:15]3)(=[O:9])=[O:8])[CH2:6][CH2:5][O:4][CH2:3][CH2:2]1.Cl[C:21]1[C:30]2[C:25](=[CH:26][C:27]([O:33][CH3:34])=[C:28]([O:31][CH3:32])[CH:29]=2)[N:24]=[CH:23][N:22]=1. Product: [CH3:32][O:31][C:28]1[CH:29]=[C:30]2[C:25](=[CH:26][C:27]=1[O:33][CH3:34])[N:24]=[CH:23][N:22]=[C:21]2[N:17]1[CH2:16][CH2:15][C:14]2[C:19](=[C:10]([S:7]([N:1]3[CH2:6][CH2:5][O:4][CH2:3][CH2:2]3)(=[O:9])=[O:8])[CH:11]=[CH:12][CH:13]=2)[CH2:18]1. The catalyst class is: 41. (6) Reactant: [Br:1][C:2]1[CH:3]=[CH:4][C:5]2[C:6]3[N:14]=[C:13]([Cl:15])[N:12]=[C:11](Cl)[C:7]=3[NH:8][C:9]=2[CH:10]=1.[NH:17]1[CH2:22][CH2:21][NH:20][CH2:19][CH2:18]1. Product: [Br:1][C:2]1[CH:3]=[CH:4][C:5]2[C:6]3[N:14]=[C:13]([Cl:15])[N:12]=[C:11]([N:17]4[CH2:22][CH2:21][NH:20][CH2:19][CH2:18]4)[C:7]=3[NH:8][C:9]=2[CH:10]=1. The catalyst class is: 11. (7) Reactant: Cl.[OH:2][C:3](C)([CH3:34])[CH2:4][N:5]1[CH:9]=[CH:8][C:7]([NH:10][C:11](=[O:33])[C@@H:12]([N:17]2[CH2:21][C:20]([O:22][C:23]3[CH:28]=[CH:27][CH:26]=[CH:25][C:24]=3[O:29][CH2:30][CH3:31])=[CH:19][C:18]2=[O:32])[CH2:13][CH:14]([CH3:16])[CH3:15])=[N:6]1.[CH3:36][C:37]1([CH3:49])[O:38][C@H:37]([CH2:49]N2C=CC(N)=N2)[CH2:36][O:38]1.F[P-](F)(F)(F)(F)F.N1(O[P+](N(C)C)(N(C)C)N(C)C)C2C=CC=CC=2N=N1.C(N(CC)C(C)C)(C)C. Product: [CH3:36][C:37]1([CH3:49])[O:2][C@H:3]([CH2:4][N:5]2[CH:9]=[CH:8][C:7]([NH:10][C:11](=[O:33])[C@@H:12]([N:17]3[CH2:21][C:20]([O:22][C:23]4[CH:28]=[CH:27][CH:26]=[CH:25][C:24]=4[O:29][CH2:30][CH3:31])=[CH:19][C:18]3=[O:32])[CH2:13][CH:14]([CH3:16])[CH3:15])=[N:6]2)[CH2:34][O:38]1. The catalyst class is: 42.